This data is from Catalyst prediction with 721,799 reactions and 888 catalyst types from USPTO. The task is: Predict which catalyst facilitates the given reaction. (1) Reactant: Cl.Cl.[NH2:3][C:4]1([CH2:10][NH:11][C:12](=[O:20])[C:13]2[CH:18]=[CH:17][C:16]([Cl:19])=[CH:15][CH:14]=2)[CH2:9][CH2:8][NH:7][CH2:6][CH2:5]1.Cl[C:22]1[C:23]2[CH:30]=[CH:29][NH:28][C:24]=2[N:25]=[CH:26][N:27]=1.C(N(CC)CC)C. Product: [NH2:3][C:4]1([CH2:10][NH:11][C:12](=[O:20])[C:13]2[CH:14]=[CH:15][C:16]([Cl:19])=[CH:17][CH:18]=2)[CH2:9][CH2:8][N:7]([C:22]2[C:23]3[CH:30]=[CH:29][NH:28][C:24]=3[N:25]=[CH:26][N:27]=2)[CH2:6][CH2:5]1. The catalyst class is: 51. (2) Reactant: [F:1][C:2]1[CH:26]=[CH:25][C:5]([CH2:6][C:7]2[C:16]([OH:17])=[CH:15][CH:14]=[C:13]3[C:8]=2[C:9](=[O:24])[N:10]([CH2:20][CH2:21][CH2:22][OH:23])[C:11](=[O:19])[N:12]3[CH3:18])=[CH:4][CH:3]=1.Br[CH2:28][CH2:29][CH3:30].C([O-])([O-])=O.[K+].[K+].CCCC[N+](CCCC)(CCCC)CCCC.[F-]. Product: [F:1][C:2]1[CH:3]=[CH:4][C:5]([CH2:6][C:7]2[C:16]([O:17][CH2:28][CH2:29][CH3:30])=[CH:15][CH:14]=[C:13]3[C:8]=2[C:9](=[O:24])[N:10]([CH2:20][CH2:21][CH2:22][OH:23])[C:11](=[O:19])[N:12]3[CH3:18])=[CH:25][CH:26]=1. The catalyst class is: 18. (3) Reactant: [CH3:1][O:2][C:3]1[CH:4]=[C:5]([CH2:22][OH:23])[CH:6]=[CH:7][C:8]=1[O:9][CH2:10][C:11]1[N:12]=[C:13]([N:16]2[CH2:21][CH2:20][O:19][CH2:18][CH2:17]2)[S:14][CH:15]=1.O[C:25]1[C:29]([CH:30]=[O:31])=[CH:28][N:27]([C:32]2[CH:37]=[CH:36][CH:35]=[CH:34][CH:33]=2)[N:26]=1.C(P(CCCC)CCCC)CCC.N(C(N1CCCCC1)=O)=NC(N1CCCCC1)=O. Product: [CH3:1][O:2][C:3]1[CH:4]=[C:5]([CH:6]=[CH:7][C:8]=1[O:9][CH2:10][C:11]1[N:12]=[C:13]([N:16]2[CH2:17][CH2:18][O:19][CH2:20][CH2:21]2)[S:14][CH:15]=1)[CH2:22][O:23][C:25]1[C:29]([CH:30]=[O:31])=[CH:28][N:27]([C:32]2[CH:33]=[CH:34][CH:35]=[CH:36][CH:37]=2)[N:26]=1. The catalyst class is: 7. (4) Reactant: [S:1]1[CH:5]=[CH:4][C:3]2[C:6](=[O:9])[CH2:7][CH2:8][C:2]1=2.[H-].[Na+].C(OC(=O)[C:16]1C=CC=[C:18]([F:22])[CH:17]=1)C.Cl.[CH2:25]1[CH2:29][O:28][CH2:27][CH2:26]1. Product: [F:22][C:18]1[CH:17]=[CH:16][CH:29]=[CH:25][C:26]=1[C:27]([CH:7]1[CH2:8][C:2]2[S:1][CH:5]=[CH:4][C:3]=2[C:6]1=[O:9])=[O:28]. The catalyst class is: 84. (5) Reactant: [C:1]([CH2:9][C:10]#[N:11])(=O)[C:2]1[CH:7]=[CH:6][CH:5]=[CH:4][CH:3]=1.N1C=CC=CC=1.[NH2:18][C:19]([NH2:21])=[S:20].II.[O-]S([O-])(=S)=O.[Na+].[Na+]. Product: [NH2:21][C:19]1[S:20][C:9]([C:10]#[N:11])=[C:1]([C:2]2[CH:7]=[CH:6][CH:5]=[CH:4][CH:3]=2)[N:18]=1. The catalyst class is: 14. (6) Reactant: Cl.[Br:2][C:3]1[CH:10]=[CH:9][CH:8]=[CH:7][C:4]=1[CH2:5][NH2:6].CCN(C(C)C)C(C)C.[CH3:20][C:21]([O:24][C:25](O[C:25]([O:24][C:21]([CH3:23])([CH3:22])[CH3:20])=[O:26])=[O:26])([CH3:23])[CH3:22]. Product: [C:21]([O:24][C:25](=[O:26])[NH:6][CH2:5][C:4]1[CH:7]=[CH:8][CH:9]=[CH:10][C:3]=1[Br:2])([CH3:23])([CH3:22])[CH3:20]. The catalyst class is: 64.